From a dataset of Reaction yield outcomes from USPTO patents with 853,638 reactions. Predict the reaction yield, written as a fraction of the theoretical maximum amount of product (1.0 means a 100% yield; for example, 0.34 means a 34% yield). (1) The reactants are Cl.FC1C=C(C=CC=1)CN1C=C(C2C3C(=NC=C(C4C=CC(C5CCNCC5)=CC=4)C=3)N(S(C3C=CC(C)=CC=3)(=O)=O)C=2)C=N1.[F:46][C:47]1[CH:48]=[C:49]([CH:90]=[CH:91][CH:92]=1)[CH2:50][N:51]1[CH:55]=[C:54]([C:56]2[C:64]3[C:59](=[N:60][CH:61]=[C:62]([C:65]4[CH:70]=[CH:69][C:68]([N:71]5[CH2:76][CH2:75][N:74]([CH2:77][CH2:78][OH:79])[CH2:73][CH2:72]5)=[CH:67][CH:66]=4)[CH:63]=3)[N:58](S(C3C=CC(C)=CC=3)(=O)=O)[CH:57]=2)[CH:53]=[N:52]1.[OH-].[Li+]. The catalyst is C1COCC1.CO.O. The product is [F:46][C:47]1[CH:48]=[C:49]([CH:90]=[CH:91][CH:92]=1)[CH2:50][N:51]1[CH:55]=[C:54]([C:56]2[C:64]3[C:59](=[N:60][CH:61]=[C:62]([C:65]4[CH:66]=[CH:67][C:68]([N:71]5[CH2:72][CH2:73][N:74]([CH2:77][CH2:78][OH:79])[CH2:75][CH2:76]5)=[CH:69][CH:70]=4)[CH:63]=3)[NH:58][CH:57]=2)[CH:53]=[N:52]1. The yield is 0.133. (2) The reactants are Cl[C:2]1[CH:11]=[CH:10][N:9]=[C:8]2[C:3]=1[C:4]1[CH:16]=[CH:15][CH:14]=[CH:13][C:5]=1[C:6](=[O:12])[NH:7]2.[F:17][C:18]1[CH:24]=[CH:23][CH:22]=[CH:21][C:19]=1[NH2:20]. No catalyst specified. The product is [F:17][C:18]1[CH:24]=[CH:23][CH:22]=[CH:21][C:19]=1[NH:20][C:2]1[CH:11]=[CH:10][N:9]=[C:8]2[C:3]=1[C:4]1[CH:16]=[CH:15][CH:14]=[CH:13][C:5]=1[C:6](=[O:12])[NH:7]2. The yield is 0.740.